Task: Predict the reaction yield, written as a fraction of the theoretical maximum amount of product (1.0 means a 100% yield; for example, 0.34 means a 34% yield).. Dataset: Reaction yield outcomes from USPTO patents with 853,638 reactions (1) The reactants are Br[C:2]1[C:3]([F:21])=[C:4]([F:20])[C:5]([NH:12][C:13]2[CH:18]=[CH:17][CH:16]=[CH:15][C:14]=2[Cl:19])=[C:6]([CH:11]=1)[C:7]([O:9][CH3:10])=[O:8].C(N(CC)C(C)C)(C)C.CC1(C)C2C(=C(P(C3C=CC=CC=3)C3C=CC=CC=3)C=CC=2)OC2C(P(C3C=CC=CC=3)C3C=CC=CC=3)=CC=CC1=2.[CH3:73][O:74][C:75]1[CH:80]=[CH:79][C:78]([CH2:81][SH:82])=[CH:77][CH:76]=1. The catalyst is O1CCOCC1.C1C=CC(/C=C/C(/C=C/C2C=CC=CC=2)=O)=CC=1.C1C=CC(/C=C/C(/C=C/C2C=CC=CC=2)=O)=CC=1.C1C=CC(/C=C/C(/C=C/C2C=CC=CC=2)=O)=CC=1.[Pd].[Pd]. The product is [F:20][C:4]1[C:5]([NH:12][C:13]2[CH:18]=[CH:17][CH:16]=[CH:15][C:14]=2[Cl:19])=[C:6]([CH:11]=[C:2]([S:82][CH2:81][C:78]2[CH:79]=[CH:80][C:75]([O:74][CH3:73])=[CH:76][CH:77]=2)[C:3]=1[F:21])[C:7]([O:9][CH3:10])=[O:8]. The yield is 0.886. (2) The reactants are C(NC(C)C)(C)C.C([Li])CCC.[CH3:13][O:14][C:15](=[O:26])[CH2:16][C:17]1[CH:22]=[CH:21][C:20]([S:23][CH3:24])=[C:19]([Cl:25])[CH:18]=1.I[CH2:28][CH:29]1[CH2:34][CH2:33][O:32][CH2:31][CH2:30]1. The catalyst is O1CCCC1.CN1CCCN(C)C1=O. The product is [CH3:13][O:14][C:15](=[O:26])[CH:16]([C:17]1[CH:22]=[CH:21][C:20]([S:23][CH3:24])=[C:19]([Cl:25])[CH:18]=1)[CH2:28][CH:29]1[CH2:34][CH2:33][O:32][CH2:31][CH2:30]1. The yield is 0.610. (3) The yield is 0.800. The catalyst is O1CCCC1. The reactants are [Cl:1][C:2]1[CH:7]=[CH:6][C:5]([C@@H:8]2[CH2:13][CH2:12][NH:11][CH2:10][C@H:9]2[C:14]([O:16][CH3:17])=[O:15])=[CH:4][CH:3]=1.C(N(CC)C(C)C)(C)C.I[CH2:28][CH2:29][F:30]. The product is [Cl:1][C:2]1[CH:7]=[CH:6][C:5]([C@@H:8]2[CH2:13][CH2:12][N:11]([CH2:28][CH2:29][F:30])[CH2:10][C@H:9]2[C:14]([O:16][CH3:17])=[O:15])=[CH:4][CH:3]=1. (4) The product is [CH2:7]([O:5][CH2:4][CH2:3][CH:2]([CH3:6])[CH3:1])[CH:9]1[O:11][CH2:10]1. The catalyst is CC(C)[O-].CC(C)[O-].CC(C)[O-].[Al+3].C1C(O)=CC=C(S(O)(=O)=O)C=1.O. The reactants are [CH3:1][CH:2]([CH3:6])[CH2:3][CH2:4][OH:5].[CH2:7]([CH:9]1[O:11][CH2:10]1)Cl.[OH-].[Na+]. The yield is 0.980. (5) The reactants are C([O:4][CH:5]1[CH:10]([N:11]([CH3:13])[CH3:12])[CH2:9][CH:8]([CH3:14])[O:7][CH:6]1[O:15][CH:16]1[CH2:30][CH2:29][CH2:28][CH2:27][CH2:26][CH2:25][CH2:24][CH2:23][CH2:22][CH2:21][CH2:20][CH2:19][CH2:18][CH2:17]1)(=O)C.C([O-])([O-])=O.[K+].[K+]. The catalyst is CO. The product is [CH:16]1([O:15][CH:6]2[CH:5]([OH:4])[CH:10]([N:11]([CH3:13])[CH3:12])[CH2:9][CH:8]([CH3:14])[O:7]2)[CH2:30][CH2:29][CH2:28][CH2:27][CH2:26][CH2:25][CH2:24][CH2:23][CH2:22][CH2:21][CH2:20][CH2:19][CH2:18][CH2:17]1. The yield is 0.910. (6) The reactants are [NH2:1][C:2]1[CH:6]=[C:5]([C:7]2[CH:8]=[N:9][NH:10][C:11]=2[CH3:12])[S:4][C:3]=1[C:13]([NH2:15])=[O:14].[C:16]1([NH:22][CH:23]2[CH2:32][CH2:31][C:26]3(OCCO3)[CH2:25][CH2:24]2)[CH:21]=[CH:20][CH:19]=[CH:18][CH:17]=1.CC1(C)C2(CS(O)(=O)=O)C(CC1CC2)=O.[O-]S([O-])(=O)=O.[Mg+2].C([O-])(O)=O.[Na+]. The catalyst is CCOC(C)=O.CC(N(C)C)=O. The product is [CH3:12][C:11]1[NH:10][N:9]=[CH:8][C:7]=1[C:5]1[S:4][C:3]2[C:13](=[O:14])[NH:15][C:26]3([CH2:25][CH2:24][CH:23]([NH:22][C:16]4[CH:17]=[CH:18][CH:19]=[CH:20][CH:21]=4)[CH2:32][CH2:31]3)[NH:1][C:2]=2[CH:6]=1. The yield is 0.160. (7) The reactants are [F:1][C:2]1[CH:3]=[C:4]([OH:9])[CH:5]=[CH:6][C:7]=1[F:8].Cl[CH2:11][C:12]([CH3:14])=[CH2:13].C(=O)([O-])[O-].[K+].[K+]. The product is [F:8][C:7]1[CH:6]=[CH:5][C:4]([O:9][CH2:13][C:12]([CH3:14])=[CH2:11])=[CH:3][C:2]=1[F:1]. The catalyst is CN(C=O)C. The yield is 0.630. (8) The reactants are [OH:1][N:2]=[C:3]1[CH:7]=[CH:6][S:5][C:4]1=[C:8]([C:11]1[CH:16]=[CH:15][CH:14]=[CH:13][C:12]=1[CH3:17])[C:9]#[N:10].[CH2:18]([S:21](Cl)(=[O:23])=[O:22])[CH2:19][CH3:20].C(N(CC)CC)C.O. The catalyst is O1CCCC1.ClCCl. The product is [CH2:18]([S:21]([O:1][N:2]=[C:3]1[CH:7]=[CH:6][S:5][C:4]1=[C:8]([C:11]1[CH:16]=[CH:15][CH:14]=[CH:13][C:12]=1[CH3:17])[C:9]#[N:10])(=[O:23])=[O:22])[CH2:19][CH3:20]. The yield is 0.700. (9) The reactants are [C:1]([C:3]1[C:8]([C:9]([C:17]2[CH:22]=[CH:21][CH:20]=[C:19]([O:23][CH2:24][CH:25]([CH3:27])[CH3:26])[CH:18]=2)=[N:10]S(C(C)(C)C)=O)=[CH:7][CH:6]=[CH:5][N:4]=1)#[N:2].Br[C:29]1[CH:34]=[CH:33][C:32]([O:35][CH:36]([F:38])[F:37])=[CH:31][CH:30]=1. No catalyst specified. The product is [F:37][CH:36]([F:38])[O:35][C:32]1[CH:33]=[CH:34][C:29]([C:9]2([C:17]3[CH:22]=[CH:21][CH:20]=[C:19]([O:23][CH2:24][CH:25]([CH3:26])[CH3:27])[CH:18]=3)[C:8]3[C:3](=[N:4][CH:5]=[CH:6][CH:7]=3)[C:1]([NH2:2])=[N:10]2)=[CH:30][CH:31]=1. The yield is 0.210. (10) The reactants are Cl[C:2]1[N:7]2[N:8]=[C:9]([CH3:11])[CH:10]=[C:6]2[N:5]=[C:4]([NH:12][C:13]([C@@H:15]2[CH2:17][C@H:16]2[C:18]2[CH:23]=[CH:22][CH:21]=[CH:20][CH:19]=2)=[O:14])[CH:3]=1.[NH:24]1[CH2:29][CH2:28][CH:27]([NH:30][C:31](=[O:33])[CH3:32])[CH2:26][CH2:25]1. The catalyst is CN1C(=O)CCC1.CS(C)=O.CO. The product is [C:31]([NH:30][CH:27]1[CH2:28][CH2:29][N:24]([C:2]2[N:7]3[N:8]=[C:9]([CH3:11])[CH:10]=[C:6]3[N:5]=[C:4]([NH:12][C:13]([C@@H:15]3[CH2:17][C@H:16]3[C:18]3[CH:23]=[CH:22][CH:21]=[CH:20][CH:19]=3)=[O:14])[CH:3]=2)[CH2:25][CH2:26]1)(=[O:33])[CH3:32]. The yield is 0.660.